Dataset: Reaction yield outcomes from USPTO patents with 853,638 reactions. Task: Predict the reaction yield, written as a fraction of the theoretical maximum amount of product (1.0 means a 100% yield; for example, 0.34 means a 34% yield). (1) The reactants are [F:1][C:2]([F:38])([F:37])[C:3]1[CH:4]=[C:5]([CH:34]=[CH:35][CH:36]=1)[C:6]([NH:8][C:9]1[CH:10]=[C:11]([CH:31]=[CH:32][CH:33]=1)[O:12][C:13]1[CH:14]=[CH:15][C:16]2[N:17]([CH:19]=[C:20]([NH:22][C:23](=[O:30])OCC(Cl)(Cl)Cl)[N:21]=2)[N:18]=1)=[O:7].[NH2:39][CH2:40][CH2:41][O:42][CH2:43][CH2:44][OH:45].C(N(C(C)C)C(C)C)(C)C. The catalyst is CS(C)=O. The product is [OH:45][CH2:44][CH2:43][O:42][CH2:41][CH2:40][NH:39][C:23]([NH:22][C:20]1[N:21]=[C:16]2[CH:15]=[CH:14][C:13]([O:12][C:11]3[CH:10]=[C:9]([NH:8][C:6](=[O:7])[C:5]4[CH:34]=[CH:35][CH:36]=[C:3]([C:2]([F:37])([F:1])[F:38])[CH:4]=4)[CH:33]=[CH:32][CH:31]=3)=[N:18][N:17]2[CH:19]=1)=[O:30]. The yield is 0.620. (2) The reactants are [CH3:1][O:2][C:3]1[CH:23]=[CH:22][C:6]2[N:7]=[C:8]([S:10][CH2:11][C:12]3[C:17]([CH3:18])=[C:16]([O:19][CH3:20])[C:15]([CH3:21])=[CH:14][N:13]=3)[NH:9][C:5]=2[CH:4]=1.ClC1C=C(C=CC=1)C(OO)=[O:29]. The catalyst is C(OCC)(=O)C. The product is [CH3:21][C:15]1[CH:14]=[N:13][C:12]([CH2:11][S+:10]([O-:29])[C:8]2[NH:7][C:6]3[CH:22]=[CH:23][C:3]([O:2][CH3:1])=[CH:4][C:5]=3[N:9]=2)=[C:17]([CH3:18])[C:16]=1[O:19][CH3:20]. The yield is 0.791. (3) The reactants are [N:1]([CH:4]1[CH:9]=[C:8]([C:10]2[CH:15]=[CH:14][N:13]=[CH:12][C:11]=2[N+:16]([O-:18])=[O:17])[CH2:7][CH:6]([CH3:19])[CH:5]1[OH:20])=[N+]=[N-].CP(C)C.CCO.[CH3:28][C:29]([O:32][C:33](O[C:33]([O:32][C:29]([CH3:31])([CH3:30])[CH3:28])=[O:34])=[O:34])([CH3:31])[CH3:30]. The catalyst is N1C=CC=CC=1.[OH-].[NH4+].C(OCC)(=O)C.O. The product is [OH:20][CH:5]1[CH:4]([NH:1][C:33](=[O:34])[O:32][C:29]([CH3:31])([CH3:30])[CH3:28])[CH:9]=[C:8]([C:10]2[CH:15]=[CH:14][N:13]=[CH:12][C:11]=2[N+:16]([O-:18])=[O:17])[CH2:7][CH:6]1[CH3:19]. The yield is 0.590. (4) The reactants are Cl.C1[C:10]2[C:9]3[CH:11]=[CH:12][CH:13]=[CH:14][C:8]=3S[C:6]=2[C:5]([CH:15]([N:19]2[CH2:24][CH2:23][N:22]([CH3:25])[CH2:21][CH2:20]2)[C:16]([OH:18])=[O:17])=[CH:4]C=1.[Cl:26][C:27]1[CH:28]=[C:29]([NH:34][NH2:35])[CH:30]=[C:31]([Cl:33])[CH:32]=1. No catalyst specified. The product is [CH:16]([OH:18])=[O:17].[Cl:26][C:27]1[CH:28]=[C:29]([NH:34][NH:35][C:16](=[O:18])[CH:15]([N:19]2[CH2:20][CH2:21][N:22]([CH3:25])[CH2:23][CH2:24]2)[C:5]2[CH:6]=[CH:10][C:9]3[C:11](=[CH:12][CH:13]=[CH:14][CH:8]=3)[CH:4]=2)[CH:30]=[C:31]([Cl:33])[CH:32]=1. The yield is 0.500. (5) The reactants are [CH3:1][N:2]1[CH:6]=[C:5]([C:7]2[N:12]=[C:11]3[N:13]([CH2:16][C@@H:17]4[CH2:22][N:21]([C:23]5[N:28]=[CH:27][C:26]([C:29]6[CH2:34][CH2:33][N:32]([C:35](OC(C)(C)C)=O)[CH2:31][CH:30]=6)=[CH:25][N:24]=5)[CH2:20][CH2:19][O:18]4)[N:14]=[N:15][C:10]3=[N:9][CH:8]=2)[CH:4]=[N:3]1.[OH-].[Na+]. The catalyst is C=O.C(O)(=O)C. The product is [CH3:35][N:32]1[CH2:31][CH:30]=[C:29]([C:26]2[CH:27]=[N:28][C:23]([N:21]3[CH2:20][CH2:19][O:18][C@H:17]([CH2:16][N:13]4[C:11]5=[N:12][C:7]([C:5]6[CH:4]=[N:3][N:2]([CH3:1])[CH:6]=6)=[CH:8][N:9]=[C:10]5[N:15]=[N:14]4)[CH2:22]3)=[N:24][CH:25]=2)[CH2:34][CH2:33]1. The yield is 0.560. (6) The reactants are C([N:8]1[CH2:13][CH2:12][C:11]2([C:21]3[C:16](=[CH:17][CH:18]=[CH:19][C:20]=3[CH2:22][N:23]([CH:31]([CH3:33])[CH3:32])[C:24](=[O:30])[O:25][C:26]([CH3:29])([CH3:28])[CH3:27])[N:15]([C:34]3[C:35]4[CH:42]([CH:43]([CH3:45])[CH3:44])[CH2:41][CH2:40][C:36]=4[N:37]=[CH:38][N:39]=3)[CH2:14]2)[CH2:10][CH2:9]1)C1C=CC=CC=1.C([O-])=O.[NH4+]. The catalyst is CO.[Pd]. The product is [CH:31]([N:23]([CH2:22][C:20]1[CH:19]=[CH:18][CH:17]=[C:16]2[N:15]([C:34]3[C:35]4[CH:42]([CH:43]([CH3:45])[CH3:44])[CH2:41][CH2:40][C:36]=4[N:37]=[CH:38][N:39]=3)[CH2:14][C:11]3([CH2:12][CH2:13][NH:8][CH2:9][CH2:10]3)[C:21]=12)[C:24](=[O:30])[O:25][C:26]([CH3:28])([CH3:29])[CH3:27])([CH3:33])[CH3:32]. The yield is 0.760. (7) The reactants are [Cl:1][C:2]1[C:7]([CH3:8])=[CH:6][CH:5]=[C:4](F)[C:3]=1[O:10][CH3:11].N(O)=O.[C:15](O)(=O)[CH:16]([CH3:18])[CH3:17].C[Si](C)(C)[N-:23][Si](C)(C)C.[K+].S(=O)(=O)(O)O. The catalyst is C1(C)C=CC=CC=1.C(OCC)(=O)C.O. The product is [Cl:1][C:2]1[C:3]([O:10][CH3:11])=[C:4]([C:16]([CH3:18])([CH3:17])[C:15]#[N:23])[CH:5]=[CH:6][C:7]=1[CH3:8]. The yield is 0.534.